From a dataset of Catalyst prediction with 721,799 reactions and 888 catalyst types from USPTO. Predict which catalyst facilitates the given reaction. Reactant: [CH3:1][O:2][C:3]1[CH:17]=[CH:16][CH:15]=[CH:14][C:4]=1[CH2:5][NH:6][C:7](=[O:13])[O:8][C:9]([CH3:12])([CH3:11])[CH3:10].[Br:18]N1C(=O)CCC1=O. Product: [Br:18][C:15]1[CH:16]=[CH:17][C:3]([O:2][CH3:1])=[C:4]([CH:14]=1)[CH2:5][NH:6][C:7](=[O:13])[O:8][C:9]([CH3:12])([CH3:10])[CH3:11]. The catalyst class is: 10.